This data is from Full USPTO retrosynthesis dataset with 1.9M reactions from patents (1976-2016). The task is: Predict the reactants needed to synthesize the given product. (1) The reactants are: [C:1]([C:3]1[C:11]2[C:6](=[N+:7]([O-])[CH:8]=[CH:9][CH:10]=2)[N:5]([CH:13]2[CH2:16][CH2:15][CH2:14]2)[CH:4]=1)#[N:2].C[Si](C)(C)N[Si](C)(C)C.[Cl:26]C(OCC)=O.C([O-])(O)=O.[Na+]. Given the product [Cl:26][C:8]1[N:7]=[C:6]2[N:5]([CH:13]3[CH2:16][CH2:15][CH2:14]3)[CH:4]=[C:3]([C:1]#[N:2])[C:11]2=[CH:10][CH:9]=1, predict the reactants needed to synthesize it. (2) Given the product [CH2:27]([O:34][C:35]1[CH:36]=[C:37]([CH3:52])[C:38]([CH2:42][C:44]2[CH:45]=[CH:46][C:47]([S:50][CH3:51])=[CH:48][CH:49]=2)=[CH:39][C:40]=1[Br:41])[C:28]1[CH:29]=[CH:30][CH:31]=[CH:32][CH:33]=1, predict the reactants needed to synthesize it. The reactants are: C(OC1C(Br)=CC(C(C2C=CC(CC)=CC=2)O)=C(C)C=1)C1C=CC=CC=1.[CH2:27]([O:34][C:35]1[C:40]([Br:41])=[CH:39][C:38]([CH:42]([C:44]2[CH:49]=[CH:48][C:47]([S:50][CH3:51])=[CH:46][CH:45]=2)O)=[C:37]([CH3:52])[CH:36]=1)[C:28]1[CH:33]=[CH:32][CH:31]=[CH:30][CH:29]=1. (3) Given the product [F:4][C:5]1[CH:10]=[CH:9][C:8]([N:11]2[C:14](=[O:15])[CH:13]([CH2:16][CH2:17][CH:18]([C:20]3[CH:21]=[CH:22][C:23]([F:26])=[CH:24][CH:25]=3)[OH:19])[CH:12]2[C:5]2[CH:10]=[CH:9][C:41]([C:40]([NH:3][OH:2])=[NH:37])=[CH:7][CH:6]=2)=[CH:7][CH:6]=1, predict the reactants needed to synthesize it. The reactants are: Cl.[OH:2][NH3+:3].[F:4][C:5]1[CH:10]=[CH:9][C:8]([N:11]2[C:14](=[O:15])[CH:13]([CH2:16][CH2:17][CH:18]([C:20]3[CH:25]=[CH:24][C:23]([F:26])=[CH:22][CH:21]=3)[OH:19])[CH:12]2C2C=CC=CC=2C#N)=[CH:7][CH:6]=1.C([N:37]([CH2:40][CH3:41])CC)C. (4) Given the product [N:38]1([C:41]2[C:46]([NH:47][C:55]3[C:64]4[C:59](=[CH:60][C:61]([F:66])=[CH:62][C:63]=4[F:65])[N:58]=[C:57]([C:67]4[CH:68]=[C:69]5[C:73](=[CH:74][CH:75]=4)[N:72]([CH3:76])[CH:71]=[CH:70]5)[C:56]=3[CH3:77])=[CH:45][C:44]([N:48]3[CH2:49][CH2:50][O:51][CH2:52][CH2:53]3)=[CH:43][N:42]=2)[CH2:39][CH2:40][O:35][CH2:36][CH2:37]1, predict the reactants needed to synthesize it. The reactants are: C1(P(C2CCCCC2)C2C=CC=CC=2C2C(C(C)C)=CC(C(C)C)=CC=2C(C)C)CCCCC1.[O:35]1[CH2:40][CH2:39][N:38]([C:41]2[C:46]([NH2:47])=[CH:45][C:44]([N:48]3[CH2:53][CH2:52][O:51][CH2:50][CH2:49]3)=[CH:43][N:42]=2)[CH2:37][CH2:36]1.Cl[C:55]1[C:64]2[C:59](=[CH:60][C:61]([F:66])=[CH:62][C:63]=2[F:65])[N:58]=[C:57]([C:67]2[CH:68]=[C:69]3[C:73](=[CH:74][CH:75]=2)[N:72]([CH3:76])[CH:71]=[CH:70]3)[C:56]=1[CH3:77].CC(C)([O-])C.[Na+].